From a dataset of Forward reaction prediction with 1.9M reactions from USPTO patents (1976-2016). Predict the product of the given reaction. Given the reactants [CH3:1][C:2]1[C:3]([CH2:8][N:9]([CH2:16][C:17]2[C:22]([CH3:23])=[CH:21][CH:20]=[CH:19][N:18]=2)[CH:10]2[CH2:15][CH2:14][NH:13][CH2:12][CH2:11]2)=[N:4][CH:5]=[CH:6][CH:7]=1.CCN(C(C)C)C(C)C.[C:33](Cl)(Cl)=[O:34].[NH2:37][NH2:38].CC(OC(OC(OC(C)(C)C)=O)=O)(C)C, predict the reaction product. The product is: [CH3:1][C:2]1[C:3]([CH2:8][N:9]([CH2:16][C:17]2[C:22]([CH3:23])=[CH:21][CH:20]=[CH:19][N:18]=2)[CH:10]2[CH2:15][CH2:14][N:13]([C:33]([NH:37][NH2:38])=[O:34])[CH2:12][CH2:11]2)=[N:4][CH:5]=[CH:6][CH:7]=1.